Dataset: Reaction yield outcomes from USPTO patents with 853,638 reactions. Task: Predict the reaction yield, written as a fraction of the theoretical maximum amount of product (1.0 means a 100% yield; for example, 0.34 means a 34% yield). The reactants are [Cl:1][C:2]1[CH:29]=[CH:28][C:5]([O:6][C:7]2[C:16]3[C:11](=[CH:12][C:13]([CH:19]=[CH:20][C:21]([O:23]C(C)(C)C)=[O:22])=[C:14]([O:17][CH3:18])[CH:15]=3)[N:10]=[CH:9][N:8]=2)=[C:4]([F:30])[CH:3]=1. The catalyst is C(Cl)Cl.C(O)(C(F)(F)F)=O. The product is [C:21]([CH:20]=[CH:19][C:13]1[CH:12]=[C:11]2[C:16]([C:7]([O:6][C:5]3[CH:28]=[CH:29][C:2]([Cl:1])=[CH:3][C:4]=3[F:30])=[N:8][CH:9]=[N:10]2)=[CH:15][C:14]=1[O:17][CH3:18])([OH:23])=[O:22]. The yield is 0.850.